This data is from Forward reaction prediction with 1.9M reactions from USPTO patents (1976-2016). The task is: Predict the product of the given reaction. Given the reactants [Br:1][C:2]1[CH:7]=[CH:6][C:5]([OH:8])=[CH:4][CH:3]=1.[F:9][C:10]1[CH:15]=[CH:14][CH:13]=[C:12]([F:16])[C:11]=1B(O)O.O=O, predict the reaction product. The product is: [Br:1][C:2]1[CH:7]=[CH:6][C:5]([O:8][C:11]2[C:10]([F:9])=[CH:15][CH:14]=[CH:13][C:12]=2[F:16])=[CH:4][CH:3]=1.